From a dataset of Aqueous solubility values for 9,982 compounds from the AqSolDB database. Regression/Classification. Given a drug SMILES string, predict its absorption, distribution, metabolism, or excretion properties. Task type varies by dataset: regression for continuous measurements (e.g., permeability, clearance, half-life) or binary classification for categorical outcomes (e.g., BBB penetration, CYP inhibition). For this dataset (solubility_aqsoldb), we predict Y. (1) The compound is [Ca+2].[Mg+2].[O-2].[O-2]. The Y is -1.99 log mol/L. (2) The drug is O=C(O)c1ccc(Cl)cc1Cl. The Y is -2.60 log mol/L. (3) The drug is CC(C)CCCCCCCOC(=O)CC(C(=O)OCCCCCCCC(C)C)S(=O)(=O)[O-].[Na+]. The Y is -0.469 log mol/L. (4) The compound is ClC1=C(Cl)C2(Cl)C3C(Cl)C=CC3C1(Cl)C2(Cl)Cl. The Y is -6.32 log mol/L. (5) The drug is CCC1CCCCN1C(=O)COC(=O)c1ccccc1. The Y is -2.72 log mol/L. (6) The molecule is O=C(O)CCCC(=O)O. The Y is 1.00 log mol/L.